From a dataset of Catalyst prediction with 721,799 reactions and 888 catalyst types from USPTO. Predict which catalyst facilitates the given reaction. (1) Reactant: [Br:1][C:2]1[CH:3]=[CH:4][C:5]2[O:10][CH2:9][C:8]([C:11]3[CH:16]=[CH:15][CH:14]=[CH:13][CH:12]=3)=[N:7][C:6]=2[C:17]=1[O:18][C:19]1[CH:24]=[CH:23][CH:22]=[CH:21][CH:20]=1.[BH4-].[Na+]. Product: [Br:1][C:2]1[CH:3]=[CH:4][C:5]2[O:10][CH2:9][CH:8]([C:11]3[CH:12]=[CH:13][CH:14]=[CH:15][CH:16]=3)[NH:7][C:6]=2[C:17]=1[O:18][C:19]1[CH:20]=[CH:21][CH:22]=[CH:23][CH:24]=1. The catalyst class is: 815. (2) Reactant: [Cl:1][C:2]1[CH:7]=[CH:6][C:5]([CH2:8][CH2:9][C:10]([O:12][CH2:13][CH3:14])=[O:11])=[CH:4][C:3]=1[C@H:15]([OH:28])[CH2:16]OS(C1C=CC(C)=CC=1)(=O)=O.C(=O)([O-])[O-].[K+].[K+]. Product: [Cl:1][C:2]1[CH:7]=[CH:6][C:5]([CH2:8][CH2:9][C:10]([O:12][CH2:13][CH3:14])=[O:11])=[CH:4][C:3]=1[C@H:15]1[CH2:16][O:28]1. The catalyst class is: 8. (3) Reactant: [P:1]([O-:5])([O-:4])([O-:3])=[O:2].[Ca:6]. Product: [P:1]([O-:5])([O-:4])([O-:3])=[O:2].[Ca+2:6].[P:1]([O-:5])([O-:4])([O-:3])=[O:2].[Ca+2:6].[Ca+2:6]. The catalyst class is: 6.